From a dataset of Forward reaction prediction with 1.9M reactions from USPTO patents (1976-2016). Predict the product of the given reaction. (1) Given the reactants [CH3:1][O:2][C:3](=O)[C:4]1[CH:9]=[C:8]([C:10]2[CH:15]=[CH:14][C:13]([F:16])=[CH:12][CH:11]=2)[C:7]([CH:17]2[CH2:19][CH2:18]2)=[N:6][C:5]=1[N:20]1[CH2:25][CH2:24][N:23]([C:26](=[O:31])[CH2:27][CH2:28][O:29][CH3:30])[C@H:22]([CH3:32])[CH2:21]1.O.[NH2:35][NH2:36], predict the reaction product. The product is: [CH:17]1([C:7]2[N:6]=[C:5]([N:20]3[CH2:25][CH2:24][N:23]([C:26](=[O:31])[CH2:27][CH2:28][O:29][CH3:30])[C@H:22]([CH3:32])[CH2:21]3)[C:4]([C:3]3[O:2][CH:1]=[N:35][N:36]=3)=[CH:9][C:8]=2[C:10]2[CH:15]=[CH:14][C:13]([F:16])=[CH:12][CH:11]=2)[CH2:19][CH2:18]1. (2) Given the reactants Cl[CH2:2][CH2:3][CH2:4][CH2:5][C:6]#[CH:7].[CH2:8]([O:15][C:16]([NH:18][C:19]([O:21][CH2:22][C:23]1[CH:28]=[CH:27][CH:26]=[CH:25][CH:24]=1)=[O:20])=[O:17])[C:9]1[CH:14]=[CH:13][CH:12]=[CH:11][CH:10]=1.C(=O)([O-])[O-].[K+].[K+], predict the reaction product. The product is: [CH2:22]([O:21][C:19]([N:18]([C:16]([O:15][CH2:8][C:9]1[CH:10]=[CH:11][CH:12]=[CH:13][CH:14]=1)=[O:17])[CH2:7][CH2:6][CH2:5][CH2:4][C:3]#[CH:2])=[O:20])[C:23]1[CH:28]=[CH:27][CH:26]=[CH:25][CH:24]=1.